Dataset: Catalyst prediction with 721,799 reactions and 888 catalyst types from USPTO. Task: Predict which catalyst facilitates the given reaction. (1) Reactant: [Cl:1][C:2]1[N:3]=[C:4](Cl)[C:5]2[C:10]([I:11])=[CH:9][N:8]([CH2:12][O:13][CH2:14][CH2:15][Si:16]([CH3:19])([CH3:18])[CH3:17])[C:6]=2[N:7]=1.[O:21]1[CH2:26][CH2:25][CH:24]([OH:27])[CH2:23][CH2:22]1.CC(C)([O-])C.[Na+]. Product: [Cl:1][C:2]1[N:3]=[C:4]([O:27][CH:24]2[CH2:25][CH2:26][O:21][CH2:22][CH2:23]2)[C:5]2[C:10]([I:11])=[CH:9][N:8]([CH2:12][O:13][CH2:14][CH2:15][Si:16]([CH3:19])([CH3:18])[CH3:17])[C:6]=2[N:7]=1. The catalyst class is: 12. (2) Reactant: [Si]([O:8][CH2:9][C@@H:10]([CH3:25])[CH2:11][N:12]1[C:17]2[CH:18]=[C:19]([O:22][CH3:23])[CH:20]=[CH:21][C:16]=2[O:15][CH2:14][C:13]1=[O:24])(C(C)(C)C)(C)C.O.[F-].C([N+](CCCC)(CCCC)CCCC)CCC. Product: [OH:8][CH2:9][C@@H:10]([CH3:25])[CH2:11][N:12]1[C:17]2[CH:18]=[C:19]([O:22][CH3:23])[CH:20]=[CH:21][C:16]=2[O:15][CH2:14][C:13]1=[O:24]. The catalyst class is: 243. (3) Reactant: [N:1]([C:4]1[CH:13]=[CH:12][C:7]([C:8]([O:10][CH3:11])=[O:9])=[CH:6][C:5]=1[O:14][CH2:15][CH3:16])=[N+:2]=[N-:3].[C:17]([O:21][CH2:22][CH3:23])(=[O:20])[C:18]#[CH:19]. Product: [CH2:15]([O:14][C:5]1[CH:6]=[C:7]([C:8]([O:10][CH3:11])=[O:9])[CH:12]=[CH:13][C:4]=1[N:1]1[CH:19]=[C:18]([C:17]([O:21][CH2:22][CH3:23])=[O:20])[N:3]=[N:2]1)[CH3:16]. The catalyst class is: 11.